This data is from Peptide-MHC class I binding affinity with 185,985 pairs from IEDB/IMGT. The task is: Regression. Given a peptide amino acid sequence and an MHC pseudo amino acid sequence, predict their binding affinity value. This is MHC class I binding data. (1) The peptide sequence is FLGSHSEPL. The MHC is HLA-A26:01 with pseudo-sequence HLA-A26:01. The binding affinity (normalized) is 0.0847. (2) The peptide sequence is NCKCCWFADK. The MHC is HLA-A11:01 with pseudo-sequence HLA-A11:01. The binding affinity (normalized) is 0. (3) The binding affinity (normalized) is 0. The peptide sequence is KPVPNRSTK. The MHC is HLA-A03:01 with pseudo-sequence HLA-A03:01.